This data is from Peptide-MHC class II binding affinity with 134,281 pairs from IEDB. The task is: Regression. Given a peptide amino acid sequence and an MHC pseudo amino acid sequence, predict their binding affinity value. This is MHC class II binding data. (1) The peptide sequence is PELQIVDKIDAAFKI. The MHC is DRB1_1501 with pseudo-sequence DRB1_1501. The binding affinity (normalized) is 0.544. (2) The peptide sequence is VQLIAAVPGKNVVNV. The MHC is DRB1_0801 with pseudo-sequence DRB1_0801. The binding affinity (normalized) is 0.603.